Dataset: Full USPTO retrosynthesis dataset with 1.9M reactions from patents (1976-2016). Task: Predict the reactants needed to synthesize the given product. (1) Given the product [Cl:1][C:2]1[CH:7]=[C:6]([F:8])[CH:5]=[CH:4][C:3]=1[N:9]1[C:17](=[O:18])[C:16]2[C@@H:15]3[C:19]([CH3:21])([CH3:20])[C@@:12]([CH3:22])([CH2:13][CH2:14]3)[C:11]=2[N:10]1[CH2:24][CH3:25], predict the reactants needed to synthesize it. The reactants are: [Cl:1][C:2]1[CH:7]=[C:6]([F:8])[CH:5]=[CH:4][C:3]=1[N:9]1[C:17](=[O:18])[C:16]2[C@@H:15]3[C:19]([CH3:21])([CH3:20])[C@@:12]([CH3:22])([CH2:13][CH2:14]3)[C:11]=2[NH:10]1.I[CH2:24][CH3:25]. (2) Given the product [F:20][C:19]([F:22])([F:21])[C:18]1[NH:3][N:2]=[CH:24][C:17]=1[C:16]([O:15][CH2:13][CH3:14])=[O:28], predict the reactants needed to synthesize it. The reactants are: Cl.[NH2:2][NH2:3].CCN(C(C)C)C(C)C.[CH2:13]([O:15][C:16](=[O:28])/[C:17](=[CH:24]/OCC)/[C:18](=O)[C:19]([F:22])([F:21])[F:20])[CH3:14].